Dataset: Full USPTO retrosynthesis dataset with 1.9M reactions from patents (1976-2016). Task: Predict the reactants needed to synthesize the given product. (1) Given the product [O:29]=[C:18]1[N:17]2[CH2:23][C@@H:20]([CH2:21][CH2:22][C@H:16]2[C:14]([NH:13][O:12][CH2:11][CH2:10][NH:9][S:8](=[O:30])(=[O:31])[NH2:7])=[O:15])[N:19]1[O:24][S:25]([OH:28])(=[O:26])=[O:27], predict the reactants needed to synthesize it. The reactants are: C(OC(=O)[NH:7][S:8](=[O:31])(=[O:30])[NH:9][CH2:10][CH2:11][O:12][NH:13][C:14]([C@@H:16]1[CH2:22][CH2:21][C@@H:20]2[CH2:23][N:17]1[C:18](=[O:29])[N:19]2[O:24][S:25]([OH:28])(=[O:27])=[O:26])=[O:15])(C)(C)C.FC(F)(F)C(O)=O. (2) Given the product [Cl:15][C:16]1[CH:17]=[C:18]([C:19]2[NH:6][C:4](=[O:5])[C:3]3[C:2](=[CH:10][C:9]([O:11][CH3:12])=[CH:8][C:7]=3[O:13][CH3:14])[N:1]=2)[CH:21]=[CH:22][C:23]=1[OH:24], predict the reactants needed to synthesize it. The reactants are: [NH2:1][C:2]1[CH:10]=[C:9]([O:11][CH3:12])[CH:8]=[C:7]([O:13][CH3:14])[C:3]=1[C:4]([NH2:6])=[O:5].[Cl:15][C:16]1[CH:17]=[C:18]([CH:21]=[CH:22][C:23]=1[OH:24])[CH:19]=O.COC1C=C(OC)C=C2C=1C(=O)NC(C1C=CC=CN=1)=N2.